From a dataset of Forward reaction prediction with 1.9M reactions from USPTO patents (1976-2016). Predict the product of the given reaction. (1) Given the reactants [O:1]1[C:5]2[CH:6]=[CH:7][C:8]([C:10]3[CH:15]=[C:14]([O:16]C)[N:13]=[C:12](S(C)(=O)=O)[N:11]=3)=[CH:9][C:4]=2[O:3][CH2:2]1.[NH2:22][C:23]1[CH:24]=[C:25]([S:29]([NH2:32])(=[O:31])=[O:30])[CH:26]=[CH:27][CH:28]=1, predict the reaction product. The product is: [O:1]1[C:5]2[CH:6]=[CH:7][C:8]([C:10]3[N:11]=[C:12]([NH:22][C:23]4[CH:24]=[C:25]([S:29]([NH2:32])(=[O:30])=[O:31])[CH:26]=[CH:27][CH:28]=4)[NH:13][C:14](=[O:16])[CH:15]=3)=[CH:9][C:4]=2[O:3][CH2:2]1. (2) Given the reactants Br[C:2]1[CH:7]=[C:6]([C:8]#[N:9])[CH:5]=[CH:4][N:3]=1.[Si:10]([O:17][C:18]1[CH:24]=[CH:23][C:21]([NH2:22])=[CH:20][CH:19]=1)([C:13]([CH3:16])([CH3:15])[CH3:14])([CH3:12])[CH3:11].C(P(C(C)(C)C)C1C=CC=CC=1C1C(C(C)C)=CC(C(C)C)=CC=1C(C)C)(C)(C)C.O, predict the reaction product. The product is: [Si:10]([O:17][C:18]1[CH:24]=[CH:23][C:21]([NH:22][C:2]2[CH:7]=[C:6]([C:8]#[N:9])[CH:5]=[CH:4][N:3]=2)=[CH:20][CH:19]=1)([C:13]([CH3:16])([CH3:15])[CH3:14])([CH3:12])[CH3:11]. (3) Given the reactants C(NC(C)C)(C)C.C([Li])CCC.[C:13]([O:18][CH2:19][CH3:20])(=[O:17])[CH:14]([CH3:16])[CH3:15].Br[CH2:22][CH2:23][CH2:24][CH2:25][CH2:26][O:27][CH:28]1[CH2:33][CH2:32][CH2:31][CH2:30][O:29]1.[Cl-].[NH4+], predict the reaction product. The product is: [CH3:15][C:14]([CH3:16])([CH2:22][CH2:23][CH2:24][CH2:25][CH2:26][O:27][CH:28]1[CH2:33][CH2:32][CH2:31][CH2:30][O:29]1)[C:13]([O:18][CH2:19][CH3:20])=[O:17]. (4) Given the reactants [C:1]([C:4]1[C:9](=[O:10])[CH:8]=[CH:7][N:6]([C:11]2[CH:16]=[CH:15][CH:14]=[C:13]([C:17]([F:20])([F:19])[F:18])[CH:12]=2)[N:5]=1)(=[O:3])[CH3:2].CO[C:23](OC)([N:25]([CH3:27])[CH3:26])[CH3:24], predict the reaction product. The product is: [CH3:26][N:25]([CH3:27])[C:23]([CH3:24])=[CH:2][C:1]([C:4]1[C:9](=[O:10])[CH:8]=[CH:7][N:6]([C:11]2[CH:16]=[CH:15][CH:14]=[C:13]([C:17]([F:19])([F:20])[F:18])[CH:12]=2)[N:5]=1)=[O:3]. (5) Given the reactants [CH3:1][C:2]1[C:3]([CH2:12][C:13]2[NH:17][C:16]3[CH:18]=[CH:19][C:20]([C:22]#[N:23])=[CH:21][C:15]=3[N:14]=2)=[C:4]2[C:8](=[C:9]([CH3:11])[CH:10]=1)[NH:7][CH:6]=[CH:5]2.C1C(=O)N([Br:31])C(=O)C1, predict the reaction product. The product is: [Br:31][C:5]1[C:4]2[C:8](=[C:9]([CH3:11])[CH:10]=[C:2]([CH3:1])[C:3]=2[CH2:12][C:13]2[NH:17][C:16]3[CH:18]=[CH:19][C:20]([C:22]#[N:23])=[CH:21][C:15]=3[N:14]=2)[NH:7][CH:6]=1. (6) The product is: [CH:6]1[C:1]2[NH:8][C:9]3[C:10](=[CH:6][C:1]4[C:2]([CH:3]=3)=[N:8][C:1]3[C:2](=[CH:3][CH:4]=[CH:5][CH:6]=3)[N:7]=4)[NH:7][C:2]=2[CH:3]=[CH:4][CH:5]=1. Given the reactants [C:1]1([NH2:8])[CH:6]=[CH:5][CH:4]=[CH:3][C:2]=1[NH2:7].[CH2:9](O)[CH3:10], predict the reaction product.